From a dataset of Full USPTO retrosynthesis dataset with 1.9M reactions from patents (1976-2016). Predict the reactants needed to synthesize the given product. Given the product [Cl:1][C:2]1[CH:3]=[C:4]([NH:9][C:10]([C@H:12]2[C@H:17]([C:18]3[N:22]([CH3:23])[N:21]=[C:20]([C:24]([F:27])([F:25])[F:26])[CH:19]=3)[C@H:16]3[O:28][C@@H:13]2[CH2:14][CH2:15]3)=[O:11])[CH:5]=[CH:6][C:7]=1[Cl:8], predict the reactants needed to synthesize it. The reactants are: [Cl:1][C:2]1[CH:3]=[C:4]([NH:9][C:10]([C@@H:12]2[C@H:17]([C:18]3[N:22]([CH3:23])[N:21]=[C:20]([C:24]([F:27])([F:26])[F:25])[CH:19]=3)[C@H:16]3[O:28][C@@H:13]2[CH2:14][CH2:15]3)=[O:11])[CH:5]=[CH:6][C:7]=1[Cl:8].N1CCOCC1.